Dataset: Full USPTO retrosynthesis dataset with 1.9M reactions from patents (1976-2016). Task: Predict the reactants needed to synthesize the given product. (1) Given the product [Cl:24][C:25]1[CH:38]=[CH:37][C:28]2[S:29][C:30]([S:33]([NH:6][C:7]3[C:16]([S:17]([CH3:20])(=[O:19])=[O:18])=[CH:15][C:10]([C:11]([O:13][CH3:14])=[O:12])=[C:9]([CH3:21])[CH:8]=3)(=[O:34])=[O:35])=[C:31]([CH3:32])[C:27]=2[CH:26]=1, predict the reactants needed to synthesize it. The reactants are: C1COCC1.[NH2:6][C:7]1[C:16]([S:17]([CH3:20])(=[O:19])=[O:18])=[CH:15][C:10]([C:11]([O:13][CH3:14])=[O:12])=[C:9]([CH3:21])[CH:8]=1.[H-].[Na+].[Cl:24][C:25]1[CH:38]=[CH:37][C:28]2[S:29][C:30]([S:33](Cl)(=[O:35])=[O:34])=[C:31]([CH3:32])[C:27]=2[CH:26]=1. (2) Given the product [CH2:40]([O:39][C:37]([CH:36]([O:1][CH:2]1[CH:7]([C:8]2[CH:13]=[CH:12][C:11]([O:14][CH2:15][CH2:16][CH2:17][O:18][CH2:19][C:20]3[CH:25]=[CH:24][CH:23]=[CH:22][C:21]=3[O:26][CH3:27])=[CH:10][CH:9]=2)[CH2:6][CH2:5][N:4]([C:28]([O:30][C:31]([CH3:34])([CH3:33])[CH3:32])=[O:29])[CH2:3]1)[CH3:42])=[O:38])[CH3:41], predict the reactants needed to synthesize it. The reactants are: [OH:1][CH:2]1[CH:7]([C:8]2[CH:13]=[CH:12][C:11]([O:14][CH2:15][CH2:16][CH2:17][O:18][CH2:19][C:20]3[CH:25]=[CH:24][CH:23]=[CH:22][C:21]=3[O:26][CH3:27])=[CH:10][CH:9]=2)[CH2:6][CH2:5][N:4]([C:28]([O:30][C:31]([CH3:34])([CH3:33])[CH3:32])=[O:29])[CH2:3]1.Br[CH:36]([CH3:42])[C:37]([O:39][CH2:40][CH3:41])=[O:38]. (3) Given the product [CH2:12]([O:11][C@@H:10]1[C@@H:19]([O:20][CH2:21][C:22]2[CH:27]=[CH:26][CH:25]=[CH:24][CH:23]=2)[C@H:28]([O:29][CH2:30][C:31]2[CH:32]=[CH:33][CH:34]=[CH:35][CH:36]=2)[C@@H:37]([CH2:39][O:40][CH2:41][C:42]2[CH:43]=[CH:44][CH:45]=[CH:46][CH:47]=2)[O:38][C@@H:9]1[CH2:8][CH2:7][CH2:6][N:48]=[N+:49]=[N-:50])[C:13]1[CH:14]=[CH:15][CH:16]=[CH:17][CH:18]=1, predict the reactants needed to synthesize it. The reactants are: CS(O[CH2:6][CH2:7][CH2:8][C@H:9]1[O:38][C@H:37]([CH2:39][O:40][CH2:41][C:42]2[CH:47]=[CH:46][CH:45]=[CH:44][CH:43]=2)[C@@H:28]([O:29][CH2:30][C:31]2[CH:36]=[CH:35][CH:34]=[CH:33][CH:32]=2)[C@H:19]([O:20][CH2:21][C:22]2[CH:27]=[CH:26][CH:25]=[CH:24][CH:23]=2)[C@H:10]1[O:11][CH2:12][C:13]1[CH:18]=[CH:17][CH:16]=[CH:15][CH:14]=1)(=O)=O.[N-:48]=[N+:49]=[N-:50].C([N+](CCCC)(CCCC)CCCC)CCC. (4) Given the product [CH2:28]([O:35][C:36]1[CH:37]=[CH:38][C:39]([CH3:45])=[C:40]([C:41]([N:22]2[CH2:23][CH2:24][CH:19]([N:17]3[C:16](=[O:25])[C:15]([CH3:27])([CH3:26])[C:14]([C:7]4[CH:8]=[CH:9][C:10]([O:11][CH2:12][CH3:13])=[C:5]([O:4][CH2:2][CH3:3])[CH:6]=4)=[N:18]3)[CH2:20][CH2:21]2)=[O:42])[CH:44]=1)[C:29]1[CH:30]=[CH:31][CH:32]=[CH:33][CH:34]=1, predict the reactants needed to synthesize it. The reactants are: Cl.[CH2:2]([O:4][C:5]1[CH:6]=[C:7]([C:14]2[C:15]([CH3:27])([CH3:26])[C:16](=[O:25])[N:17]([CH:19]3[CH2:24][CH2:23][NH:22][CH2:21][CH2:20]3)[N:18]=2)[CH:8]=[CH:9][C:10]=1[O:11][CH2:12][CH3:13])[CH3:3].[CH2:28]([O:35][C:36]1[CH:37]=[CH:38][C:39]([CH3:45])=[C:40]([CH:44]=1)[C:41](O)=[O:42])[C:29]1[CH:34]=[CH:33][CH:32]=[CH:31][CH:30]=1. (5) The reactants are: FC(F)(F)C(O)=O.[CH3:8][O:9][C:10]1[CH:15]=[CH:14][N:13]=[C:12]2[S:16][C:17]([NH:19][C:20]([N:22]3[CH2:26][CH2:25][CH:24]([NH2:27])[CH2:23]3)=[O:21])=[N:18][C:11]=12.C(N(CC)C(C)C)(C)C.[F:37][C:38]1[CH:45]=[CH:44][C:41]([CH:42]=O)=[CH:40][C:39]=1[C:46]([F:49])([F:48])[F:47].C(O[BH-](OC(=O)C)OC(=O)C)(=O)C.[Na+].[OH-].[Na+]. Given the product [CH3:8][O:9][C:10]1[CH:15]=[CH:14][N:13]=[C:12]2[S:16][C:17]([NH:19][C:20]([N:22]3[CH2:26][CH2:25][CH:24]([NH:27][CH2:42][C:41]4[CH:44]=[CH:45][C:38]([F:37])=[C:39]([C:46]([F:49])([F:47])[F:48])[CH:40]=4)[CH2:23]3)=[O:21])=[N:18][C:11]=12, predict the reactants needed to synthesize it. (6) The reactants are: [Br:1][C:2]1[CH:3]=[C:4]([C:13]2[N:17]([C:18]3[CH:23]=[CH:22][N:21]=[C:20]([O:24][CH3:25])[CH:19]=3)[N:16]=[C:15]([C:26]([OH:28])=O)[CH:14]=2)[CH:5]=[C:6]([O:8][C:9]([F:12])([F:11])[F:10])[CH:7]=1.ClC1C=C(C2N(C3C=CC=CN=3)N=C(C([N:50]3[CH2:54][C:53](=[O:55])[NH:52][CH2:51]3)=O)C=2)C=C(F)C=1.Cl.N1C=CNC1=O. Given the product [Br:1][C:2]1[CH:3]=[C:4]([C:13]2[N:17]([C:18]3[CH:23]=[CH:22][N:21]=[C:20]([O:24][CH3:25])[CH:19]=3)[N:16]=[C:15]([C:26]([N:50]3[CH2:54][C:53](=[O:55])[NH:52][CH2:51]3)=[O:28])[CH:14]=2)[CH:5]=[C:6]([O:8][C:9]([F:12])([F:10])[F:11])[CH:7]=1, predict the reactants needed to synthesize it.